This data is from Forward reaction prediction with 1.9M reactions from USPTO patents (1976-2016). The task is: Predict the product of the given reaction. Given the reactants [O:1]1CCCO[CH:2]1[C:7]1[CH:8]=[C:9]([C:13]([CH3:34])([CH3:33])[CH2:14][C:15]([OH:32])([C:28]([F:31])([F:30])[F:29])[CH2:16][N:17]2[C:26]3[C:21](=[CH:22][CH:23]=[CH:24][CH:25]=3)[C:20](=[O:27])[CH:19]=[CH:18]2)[CH:10]=[CH:11][CH:12]=1.C(O)C.C1(C)C=CC(S(O)(=O)=O)=CC=1.[NH+]1C=CC=CC=1, predict the reaction product. The product is: [F:31][C:28]([F:29])([F:30])[C:15]([OH:32])([CH2:16][N:17]1[C:26]2[C:21](=[CH:22][CH:23]=[CH:24][CH:25]=2)[C:20](=[O:27])[CH:19]=[CH:18]1)[CH2:14][C:13]([C:9]1[CH:8]=[C:7]([CH:12]=[CH:11][CH:10]=1)[CH:2]=[O:1])([CH3:33])[CH3:34].